From a dataset of Forward reaction prediction with 1.9M reactions from USPTO patents (1976-2016). Predict the product of the given reaction. (1) Given the reactants [N:1]1([NH:7][C:8]([C:10]2[CH:11]=[CH:12][CH:13]=[C:14]3[S:20][C:19]4[CH:21]=[CH:22][CH:23]=[CH:24][C:18]=4[N:17]=[C:16](Cl)[C:15]=23)=[O:9])[CH2:6][CH2:5][CH2:4][CH2:3][CH2:2]1.[Br-].[Cl:27][C:28]1[CH:29]=[CH:30][C:31]([Zn+])=[N:32][CH:33]=1.[NH4+].[Cl-], predict the reaction product. The product is: [N:1]1([NH:7][C:8]([C:10]2[CH:11]=[CH:12][CH:13]=[C:14]3[S:20][C:19]4[CH:21]=[CH:22][CH:23]=[CH:24][C:18]=4[N:17]=[C:16]([C:31]4[CH:30]=[CH:29][C:28]([Cl:27])=[CH:33][N:32]=4)[C:15]=23)=[O:9])[CH2:6][CH2:5][CH2:4][CH2:3][CH2:2]1. (2) Given the reactants C([N:8]1[CH2:13][CH2:12][N:11]([C:14]2[C:15]3[S:22][C:21]([CH3:23])=[CH:20][C:16]=3[N:17]=[CH:18][N:19]=2)[CH2:10][CH2:9]1)C1C=CC=CC=1.[NH:24]([C:37]([O:39][C:40]([CH3:43])([CH3:42])[CH3:41])=[O:38])[C@@H:25]([C:34]([OH:36])=O)[CH2:26][C:27]1[CH:32]=[CH:31][C:30]([Cl:33])=[CH:29][CH:28]=1.C1C=CC2N(O)N=NC=2C=1.CCN=C=NCCCN(C)C, predict the reaction product. The product is: [C:40]([O:39][C:37](=[O:38])[NH:24][CH:25]([CH2:26][C:27]1[CH:28]=[CH:29][C:30]([Cl:33])=[CH:31][CH:32]=1)[C:34]([N:8]1[CH2:13][CH2:12][N:11]([C:14]2[C:15]3[S:22][C:21]([CH3:23])=[CH:20][C:16]=3[N:17]=[CH:18][N:19]=2)[CH2:10][CH2:9]1)=[O:36])([CH3:43])([CH3:42])[CH3:41].